This data is from Tyrosyl-DNA phosphodiesterase HTS with 341,365 compounds. The task is: Binary Classification. Given a drug SMILES string, predict its activity (active/inactive) in a high-throughput screening assay against a specified biological target. (1) The compound is S(=O)(=O)(Nc1c(NCc2ccccc2)cc2n(c(=O)n(c2c1)C)C)c1ccc(OC)cc1. The result is 0 (inactive). (2) The molecule is Brc1ccc(C(=N/OC(=O)CCCOc2ccccc2)/N)cc1. The result is 0 (inactive). (3) The drug is s1c(NC(=O)c2occc2)c(c(c2ccccc2)c1)C(OC)=O. The result is 0 (inactive). (4) The compound is O=C(Nc1ccc(cc1)C(OCC)=O)CCNC(=O)c1ccc([N+]([O-])=O)cc1. The result is 0 (inactive). (5) The drug is S(=O)(=O)(N(CC(=O)Nc1c(C(=O)N2CCCC2)cccc1)c1ccc(OC)cc1)C. The result is 0 (inactive). (6) The compound is s1c2c(CCC2)c2c1nc([nH]c2=O)/C=C\c1ccc(cc1)C(O)=O. The result is 1 (active). (7) The compound is S=C(NCC(N1CCOCC1)c1cccnc1)Nc1c(c(ccc1)C)C. The result is 0 (inactive). (8) The compound is n12C(N=C(N=c2[nH]c2c1cccc2)N)c1cc2c(n(c3c2cccc3)CC)cc1. The result is 0 (inactive).